Dataset: Catalyst prediction with 721,799 reactions and 888 catalyst types from USPTO. Task: Predict which catalyst facilitates the given reaction. Reactant: [OH:1][CH2:2][CH:3]([CH2:5][OH:6])O.[O:7]=[O:8]. Product: [O:7]=[O:8].[CH:2]([CH:3]=[CH2:5])=[O:1].[CH:2](=[O:1])[CH3:3].[C:5](=[O:6])=[O:7]. The catalyst class is: 6.